This data is from Full USPTO retrosynthesis dataset with 1.9M reactions from patents (1976-2016). The task is: Predict the reactants needed to synthesize the given product. (1) Given the product [CH3:42][S:43]([O:1][CH2:2][CH2:3][NH:4][C:5]1[N:6]=[C:7]([O:33][CH3:34])[C:8]([NH:13][C:14]([C:16]2[O:17][C:18]([O:21][C:22]3[CH:27]=[C:26]([Si:28]([CH3:31])([CH3:30])[CH3:29])[CH:25]=[CH:24][C:23]=3[CH3:32])=[CH:19][CH:20]=2)=[O:15])=[C:9]([O:11][CH3:12])[N:10]=1)(=[O:45])=[O:44], predict the reactants needed to synthesize it. The reactants are: [OH:1][CH2:2][CH2:3][NH:4][C:5]1[N:10]=[C:9]([O:11][CH3:12])[C:8]([NH:13][C:14]([C:16]2[O:17][C:18]([O:21][C:22]3[CH:27]=[C:26]([Si:28]([CH3:31])([CH3:30])[CH3:29])[CH:25]=[CH:24][C:23]=3[CH3:32])=[CH:19][CH:20]=2)=[O:15])=[C:7]([O:33][CH3:34])[N:6]=1.C(N(CC)CC)C.[CH3:42][S:43](Cl)(=[O:45])=[O:44]. (2) Given the product [NH2:32][C:29]1[C:30](=[O:31])[N:25]2[CH2:24][CH2:23][CH2:22][N:21]([C:19]3[CH:18]=[CH:17][N:16]=[C:15]([NH:14][CH:12]([CH3:13])[CH2:11][C:7]4[CH:8]=[CH:9][CH:10]=[C:5]([CH2:4][NH2:1])[CH:6]=4)[N:20]=3)[C:26]2=[N:27][C:28]=1[C:35]1[CH:36]=[CH:37][CH:38]=[CH:39][CH:40]=1, predict the reactants needed to synthesize it. The reactants are: [N:1]([CH2:4][C:5]1[CH:6]=[C:7]([CH2:11][CH:12]([NH:14][C:15]2[N:20]=[C:19]([N:21]3[C:26]4=[N:27][C:28]([C:35]5[CH:40]=[CH:39][CH:38]=[CH:37][CH:36]=5)=[C:29]([N+:32]([O-])=O)[C:30](=[O:31])[N:25]4[CH2:24][CH2:23][CH2:22]3)[CH:18]=[CH:17][N:16]=2)[CH3:13])[CH:8]=[CH:9][CH:10]=1)=[N+]=[N-].[H][H]. (3) Given the product [C:1]([N:4]1[C:13]2[C:8](=[CH:9][C:10]([C:31]3[CH2:32][CH2:33][O:28][CH2:29][CH:30]=3)=[CH:11][CH:12]=2)[C@H:7]([NH:15][C:16](=[O:25])[O:17][CH2:18][C:19]2[CH:24]=[CH:23][CH:22]=[CH:21][CH:20]=2)[C@@H:6]([CH3:26])[C@@H:5]1[CH3:27])(=[O:3])[CH3:2], predict the reactants needed to synthesize it. The reactants are: [C:1]([N:4]1[C:13]2[C:8](=[CH:9][C:10](Br)=[CH:11][CH:12]=2)[C@H:7]([NH:15][C:16](=[O:25])[O:17][CH2:18][C:19]2[CH:24]=[CH:23][CH:22]=[CH:21][CH:20]=2)[C@@H:6]([CH3:26])[C@@H:5]1[CH3:27])(=[O:3])[CH3:2].[O:28]1[CH2:33][CH:32]=[C:31](B2OC(C)(C)C(C)(C)O2)[CH2:30][CH2:29]1.C(=O)([O-])[O-].[Cs+].[Cs+].O. (4) Given the product [Cl:30][C:31]1[CH:40]=[C:39]([Cl:41])[CH:38]=[CH:37][C:32]=1[CH2:33][NH:34][C:35]([C:17]1[S:16][C:11]2[N:10]([C:9](=[O:19])[N:8]([CH2:1][C:2]3[CH:3]=[CH:4][CH:5]=[CH:6][CH:7]=3)[C:13](=[O:14])[C:12]=2[CH3:15])[CH:18]=1)=[O:36], predict the reactants needed to synthesize it. The reactants are: [CH2:1]([N:8]1[C:13](=[O:14])[C:12]([CH3:15])=[C:11]2[S:16][CH:17]=[CH:18][N:10]2[C:9]1=[O:19])[C:2]1[CH:7]=[CH:6][CH:5]=[CH:4][CH:3]=1.C[Si](C)(C)N[Si](C)(C)C.[Li].[Cl:30][C:31]1[CH:40]=[C:39]([Cl:41])[CH:38]=[CH:37][C:32]=1[CH2:33][N:34]=[C:35]=[O:36].[Cl-].[NH4+]. (5) Given the product [Cl:1][C:2]1[CH:3]=[CH:4][C:5]([C:8]2[C:9]([O:17][C@@H:18]3[CH2:22][CH2:21][O:20][CH2:19]3)=[N:10][CH:11]=[C:12]([CH:16]=2)[C:13]([NH:31][CH2:30][C:28]2[O:27][N:26]=[C:25]([C:24]([F:33])([F:32])[F:23])[N:29]=2)=[O:15])=[CH:6][CH:7]=1, predict the reactants needed to synthesize it. The reactants are: [Cl:1][C:2]1[CH:7]=[CH:6][C:5]([C:8]2[C:9]([O:17][C@@H:18]3[CH2:22][CH2:21][O:20][CH2:19]3)=[N:10][CH:11]=[C:12]([CH:16]=2)[C:13]([OH:15])=O)=[CH:4][CH:3]=1.[F:23][C:24]([F:33])([F:32])[C:25]1[N:29]=[C:28]([CH2:30][NH2:31])[O:27][N:26]=1. (6) The reactants are: [CH3:1][CH:2]([CH3:30])[CH2:3][CH:4]([NH:20][C:21]1[CH:29]=[CH:28][C:24]([C:25]([OH:27])=O)=[CH:23][N:22]=1)[C:5]1[CH:10]=[CH:9][C:8]([N:11]2[CH:15]=[C:14]([C:16]([F:19])([F:18])[F:17])[CH:13]=[N:12]2)=[CH:7][CH:6]=1.Cl.[NH2:32][CH2:33][CH2:34][C:35]([O:37][CH3:38])=[O:36].C(N(C(C)C)CC)(C)C. Given the product [CH3:30][CH:2]([CH3:1])[CH2:3][CH:4]([NH:20][C:21]1[CH:29]=[CH:28][C:24]([C:25]([NH:32][CH2:33][CH2:34][C:35]([O:37][CH3:38])=[O:36])=[O:27])=[CH:23][N:22]=1)[C:5]1[CH:6]=[CH:7][C:8]([N:11]2[CH:15]=[C:14]([C:16]([F:18])([F:17])[F:19])[CH:13]=[N:12]2)=[CH:9][CH:10]=1, predict the reactants needed to synthesize it. (7) Given the product [C:1]([N:8]1[CH2:13][CH2:12][CH:11]([O:14][C:15]2[CH:20]=[C:19]([C:21]([F:24])([F:23])[F:22])[CH:18]=[C:17]([NH:25][C:33]([C:32]3[C:27]([Cl:26])=[N:28][CH:29]=[CH:30][CH:31]=3)=[O:34])[CH:16]=2)[CH2:10][CH2:9]1)([O:3][C:4]([CH3:7])([CH3:6])[CH3:5])=[O:2], predict the reactants needed to synthesize it. The reactants are: [C:1]([N:8]1[CH2:13][CH2:12][CH:11]([O:14][C:15]2[CH:20]=[C:19]([C:21]([F:24])([F:23])[F:22])[CH:18]=[C:17]([NH2:25])[CH:16]=2)[CH2:10][CH2:9]1)([O:3][C:4]([CH3:7])([CH3:6])[CH3:5])=[O:2].[Cl:26][C:27]1[C:32]([C:33](Cl)=[O:34])=[CH:31][CH:30]=[CH:29][N:28]=1.C(N1CCC(OC2C=C(C(F)(F)F)C=C(NC(C3C(F)=NC=CC=3)=O)C=2)CC1)(OC(C)(C)C)=O.